Dataset: Full USPTO retrosynthesis dataset with 1.9M reactions from patents (1976-2016). Task: Predict the reactants needed to synthesize the given product. (1) Given the product [C:1]([O:5][C:6]([N:8]1[CH2:13][CH2:12][CH:11]([N:14]([CH2:35][C:34]2[CH:37]=[C:38]([C:41]#[N:42])[CH:39]=[CH:40][C:33]=2[F:32])[C:15]2[CH:20]=[CH:19][C:18]([O:21][C:22]3[CH:23]=[CH:24][C:25]([C:28]([O:30][CH3:31])=[O:29])=[CH:26][CH:27]=3)=[CH:17][CH:16]=2)[CH2:10][CH2:9]1)=[O:7])([CH3:4])([CH3:3])[CH3:2], predict the reactants needed to synthesize it. The reactants are: [C:1]([O:5][C:6]([N:8]1[CH2:13][CH2:12][CH:11]([NH:14][C:15]2[CH:20]=[CH:19][C:18]([O:21][C:22]3[CH:27]=[CH:26][C:25]([C:28]([O:30][CH3:31])=[O:29])=[CH:24][CH:23]=3)=[CH:17][CH:16]=2)[CH2:10][CH2:9]1)=[O:7])([CH3:4])([CH3:3])[CH3:2].[F:32][C:33]1[CH:40]=[CH:39][C:38]([C:41]#[N:42])=[CH:37][C:34]=1[CH2:35]Br. (2) Given the product [CH3:1][N:2]([CH2:13][CH:14]1[CH2:18][CH2:17][N:16]([CH3:19])[CH2:15]1)[C:3]1[O:4][C:5]2[CH:11]=[CH:10][C:9]([NH:12][C:30](=[O:31])[CH:29]=[CH:28][C:25]3[CH:24]=[CH:23][C:22]([C:21]([F:33])([F:34])[F:20])=[CH:27][CH:26]=3)=[CH:8][C:6]=2[N:7]=1, predict the reactants needed to synthesize it. The reactants are: [CH3:1][N:2]([CH2:13][CH:14]1[CH2:18][CH2:17][N:16]([CH3:19])[CH2:15]1)[C:3]1[O:4][C:5]2[CH:11]=[CH:10][C:9]([NH2:12])=[CH:8][C:6]=2[N:7]=1.[F:20][C:21]([F:34])([F:33])[C:22]1[CH:27]=[CH:26][C:25]([CH:28]=[CH:29][C:30](O)=[O:31])=[CH:24][CH:23]=1.CN(C(ON1N=NC2C=CC=NC1=2)=[N+](C)C)C.F[P-](F)(F)(F)(F)F. (3) Given the product [NH2:11][CH:5]([CH:4]([O:14][CH2:15][CH3:16])[O:3][CH2:1][CH3:2])[C:6]([O:8][CH2:9][CH3:10])=[O:7], predict the reactants needed to synthesize it. The reactants are: [CH2:1]([O:3][CH:4]([O:14][CH2:15][CH3:16])[CH:5]([N+:11]([O-])=O)[C:6]([O:8][CH2:9][CH3:10])=[O:7])[CH3:2].C(O)C.[H][H]. (4) Given the product [CH3:1][C:2]1[O:6][C:5]([CH2:7][C:8]2[CH:13]=[CH:12][C:11]([CH2:14][C:15]3[CH:25]=[C:24]([C:26]4[C:27]([NH2:32])=[N:28][CH:29]=[CH:30][CH:31]=4)[O:17][N:16]=3)=[CH:10][CH:9]=2)=[CH:4][CH:3]=1, predict the reactants needed to synthesize it. The reactants are: [CH3:1][C:2]1[O:6][C:5]([CH2:7][C:8]2[CH:13]=[CH:12][C:11]([CH2:14][C:15](Cl)=[N:16][OH:17])=[CH:10][CH:9]=2)=[CH:4][CH:3]=1.O1CCCC1.[C:24]([C:26]1[C:27]([NH2:32])=[N:28][CH:29]=[CH:30][CH:31]=1)#[CH:25].C(N(CC)CC)C. (5) Given the product [C:4]([CH2:5][CH2:6][CH2:7][CH2:8][N:9]([CH2:25][CH2:26][C:27]1[CH:32]=[CH:31][CH:30]=[CH:29][C:28]=1[O:33][CH2:34][C:35]1[CH:40]=[CH:39][C:38]([CH2:41][CH2:42][C:43]2[CH:44]=[CH:45][CH:46]=[CH:47][CH:48]=2)=[CH:37][CH:36]=1)[CH:10]1[CH2:19][CH2:18][CH2:17][C:16]2[N:15]=[C:14]([C:20]([OH:22])=[O:21])[CH:13]=[CH:12][C:11]1=2)([OH:49])=[O:3], predict the reactants needed to synthesize it. The reactants are: C([O:3][C:4](=[O:49])[CH2:5][CH2:6][CH2:7][CH2:8][N:9]([CH2:25][CH2:26][C:27]1[CH:32]=[CH:31][CH:30]=[CH:29][C:28]=1[O:33][CH2:34][C:35]1[CH:40]=[CH:39][C:38]([CH2:41][CH2:42][C:43]2[CH:48]=[CH:47][CH:46]=[CH:45][CH:44]=2)=[CH:37][CH:36]=1)[CH:10]1[CH2:19][CH2:18][CH2:17][C:16]2[N:15]=[C:14]([C:20]([O:22]CC)=[O:21])[CH:13]=[CH:12][C:11]1=2)C.[OH-].[K+].C(O)(=O)C.Cl. (6) Given the product [F:1][C:2]([F:7])([F:6])[C:3]([OH:5])=[O:4].[C:37]([NH:8][C:9]1[CH:14]=[C:13]([C:15]2[NH:23][C:18]3=[N:19][CH:20]=[CH:21][N:22]=[C:17]3[C:16]=2[C:24]2[CH:29]=[CH:28][C:27]([F:30])=[CH:26][CH:25]=2)[CH:12]=[CH:11][N:10]=1)(=[O:39])[CH3:38], predict the reactants needed to synthesize it. The reactants are: [F:1][C:2]([F:7])([F:6])[C:3]([OH:5])=[O:4].[NH2:8][C:9]1[CH:14]=[C:13]([C:15]2[NH:23][C:18]3=[N:19][CH:20]=[CH:21][N:22]=[C:17]3[C:16]=2[C:24]2[CH:29]=[CH:28][C:27]([F:30])=[CH:26][CH:25]=2)[CH:12]=[CH:11][N:10]=1.N1C=CC=CC=1.[C:37](Cl)(=[O:39])[CH3:38]. (7) Given the product [CH3:3][O:4][C:5]1[CH:6]=[CH:7][C:8]([C:11]2[CH:16]=[CH:15][C:14]([C:17]([OH:19])=[O:18])=[C:13]([N+:21]([O-:23])=[O:22])[CH:12]=2)=[CH:9][CH:10]=1, predict the reactants needed to synthesize it. The reactants are: [OH-].[Li+].[CH3:3][O:4][C:5]1[CH:10]=[CH:9][C:8]([C:11]2[CH:16]=[CH:15][C:14]([C:17]([O:19]C)=[O:18])=[C:13]([N+:21]([O-:23])=[O:22])[CH:12]=2)=[CH:7][CH:6]=1.CO.Cl. (8) Given the product [CH3:19][N:2]([CH3:1])[C:3]([CH2:5][CH2:6][CH2:7][C:8]#[C:9][C:10]1[CH:11]=[C:12]([CH:16]=[CH:17][CH:18]=1)[C:13]([NH:41][CH2:40][CH2:39][F:38])=[O:15])=[O:4], predict the reactants needed to synthesize it. The reactants are: [CH3:1][N:2]([CH3:19])[C:3]([CH2:5][CH2:6][CH2:7][C:8]#[C:9][C:10]1[CH:11]=[C:12]([CH:16]=[CH:17][CH:18]=1)[C:13]([OH:15])=O)=[O:4].CCN=C=NCCCN(C)C.C(N(CC)CC)C.[F:38][CH2:39][CH2:40][NH2:41]. (9) Given the product [Cl:10][C:11]1[CH:19]=[CH:18][CH:14]=[CH:13][C:12]=1[CH2:20][C:23]([C:5]1[CH:4]=[CH:3][C:2]([Cl:1])=[CH:9][CH:8]=1)=[O:24], predict the reactants needed to synthesize it. The reactants are: [Cl:1][C:2]1[CH:9]=[CH:8][C:5](CBr)=[CH:4][CH:3]=1.[Cl:10][C:11]1[CH:19]=[CH:18][C:14](C(Cl)=O)=[CH:13][CH:12]=1.[CH2:20]([CH2:23][O:24]C)OC. (10) Given the product [C:1]([O:5][C:6]([N:8]1[CH2:12][CH2:11][CH2:10][CH:9]1[CH2:13][O:14][CH2:18][CH:19]1[CH2:21][CH2:20]1)=[O:7])([CH3:4])([CH3:3])[CH3:2], predict the reactants needed to synthesize it. The reactants are: [C:1]([O:5][C:6]([N:8]1[CH2:12][CH2:11][CH2:10][C@H:9]1[CH2:13][OH:14])=[O:7])([CH3:4])([CH3:3])[CH3:2].[H-].[Na+].Br[CH2:18][CH:19]1[CH2:21][CH2:20]1.C(OCC)(=O)C.